Dataset: Forward reaction prediction with 1.9M reactions from USPTO patents (1976-2016). Task: Predict the product of the given reaction. (1) Given the reactants C(N1C=CN=C1)(N1C=CN=C1)=O.Cl.[NH2:14][CH2:15][C:16]([C:18]1[S:19][CH:20]=[CH:21][CH:22]=1)=O.O=C(C1SC=CC=1)C[NH:26][C:27]([C:29]1[S:30][C:31]2[C:37]([N:38]3[CH2:43][CH2:42][O:41][CH2:40][CH2:39]3)=[CH:36][CH:35]=[C:34]([O:44][CH3:45])[C:32]=2[N:33]=1)=O.FC(F)(F)C([O-])=O.[NH4+], predict the reaction product. The product is: [CH3:45][O:44][C:34]1[C:32]2[N:33]=[C:29]([C:27]3[NH:14][CH:15]=[C:16]([C:18]4[S:19][CH:20]=[CH:21][CH:22]=4)[N:26]=3)[S:30][C:31]=2[C:37]([N:38]2[CH2:39][CH2:40][O:41][CH2:42][CH2:43]2)=[CH:36][CH:35]=1. (2) Given the reactants Cl[C:2]1[CH:11]=[C:10]([Cl:12])[C:9]2[C:4](=[CH:5][C:6]([S:13][C:14]3[CH:15]=[C:16]([C:20]4([C:26]#[N:27])[CH2:25][CH2:24][O:23][CH2:22][CH2:21]4)[CH:17]=[CH:18][CH:19]=3)=[CH:7][CH:8]=2)[N:3]=1.[C:28](=[NH:41])([C:35]1[CH:40]=[CH:39][CH:38]=[CH:37][CH:36]=1)[C:29]1[CH:34]=[CH:33][CH:32]=[CH:31][CH:30]=1.CC(C)([O-])C.[Na+].C1C=CC(P(C2C(C3C(P(C4C=CC=CC=4)C4C=CC=CC=4)=CC=C4C=3C=CC=C4)=C3C(C=CC=C3)=CC=2)C2C=CC=CC=2)=CC=1, predict the reaction product. The product is: [C:28](=[N:41][C:2]1[CH:11]=[C:10]([Cl:12])[C:9]2[C:4](=[CH:5][C:6]([S:13][C:14]3[CH:15]=[C:16]([C:20]4([C:26]#[N:27])[CH2:21][CH2:22][O:23][CH2:24][CH2:25]4)[CH:17]=[CH:18][CH:19]=3)=[CH:7][CH:8]=2)[N:3]=1)([C:35]1[CH:36]=[CH:37][CH:38]=[CH:39][CH:40]=1)[C:29]1[CH:34]=[CH:33][CH:32]=[CH:31][CH:30]=1.